This data is from Full USPTO retrosynthesis dataset with 1.9M reactions from patents (1976-2016). The task is: Predict the reactants needed to synthesize the given product. (1) The reactants are: [NH2:1][C:2]1[C:7]2[CH:8]=[C:9](Br)[S:10][C:6]=2[C:5]([C:12]([NH2:14])=[O:13])=[CH:4][N:3]=1.[N+:15]([C:18]1[CH:19]=[C:20](B(O)O)[CH:21]=[CH:22][CH:23]=1)([O-:17])=[O:16].C([O-])([O-])=O.[Na+].[Na+]. Given the product [NH2:1][C:2]1[C:7]2[CH:8]=[C:9]([C:22]3[CH:21]=[CH:20][CH:19]=[C:18]([N+:15]([O-:17])=[O:16])[CH:23]=3)[S:10][C:6]=2[C:5]([C:12]([NH2:14])=[O:13])=[CH:4][N:3]=1, predict the reactants needed to synthesize it. (2) Given the product [I:3][C:4]1[CH:9]=[CH:8][C:7]([O:10][CH3:11])=[CH:6][C:5]=1[S:12][C:14]1[N:15]([CH2:24][CH2:25][CH:26]=[C:27]([CH3:29])[CH3:28])[C:16]2[C:21]([N:22]=1)=[C:20]([NH2:23])[N:19]=[CH:18][N:17]=2, predict the reactants needed to synthesize it. The reactants are: [H-].[Na+].[I:3][C:4]1[CH:9]=[CH:8][C:7]([O:10][CH3:11])=[CH:6][C:5]=1[SH:12].Br[C:14]1[N:15]([CH2:24][CH2:25][CH:26]=[C:27]([CH3:29])[CH3:28])[C:16]2[C:21]([N:22]=1)=[C:20]([NH2:23])[N:19]=[CH:18][N:17]=2. (3) Given the product [N:1]1[C:10]2[C:5](=[CH:6][C:7]([NH2:11])=[CH:8][CH:9]=2)[CH:4]=[CH:3][CH:2]=1, predict the reactants needed to synthesize it. The reactants are: [N:1]1[C:10]2[C:5](=[CH:6][C:7]([NH:11]C(=O)OC(C)(C)C)=[CH:8][CH:9]=2)[CH:4]=[CH:3][CH:2]=1.C(O)(C(F)(F)F)=O. (4) Given the product [Br:1][C:2]1[CH:3]=[C:4]([N:8]2[C:9]3[C:18]4[C:13]([N:12]=[CH:11][N:10]=3)=[CH:14][C:15]([O:22][CH3:23])=[C:16]([O:20][CH3:21])[C:17]=4[NH:19][C:24]2=[O:25])[CH:5]=[CH:6][CH:7]=1, predict the reactants needed to synthesize it. The reactants are: [Br:1][C:2]1[CH:3]=[C:4]([NH:8][C:9]2[C:18]3[C:17]([NH2:19])=[C:16]([O:20][CH3:21])[C:15]([O:22][CH3:23])=[CH:14][C:13]=3[N:12]=[CH:11][N:10]=2)[CH:5]=[CH:6][CH:7]=1.[C:24](N1C=CN=C1)(N1C=CN=C1)=[O:25]. (5) The reactants are: [CH3:1][O:2][C:3]1[C:8]([O:9][CH3:10])=[C:7]([O:11][CH3:12])[CH:6]=[C:5]([CH3:13])[C:4]=1[CH:14]([C:16]1[C:17]([Cl:30])=[N:18][C:19]([Cl:29])=[C:20]([CH:26]([OH:28])[CH3:27])[C:21]=1[C:22]([F:25])([F:24])[F:23])[OH:15]. Given the product [CH3:1][O:2][C:3]1[C:8]([O:9][CH3:10])=[C:7]([O:11][CH3:12])[CH:6]=[C:5]([CH3:13])[C:4]=1[C:14]([C:16]1[C:21]([C:22]([F:25])([F:24])[F:23])=[C:20]([C:26](=[O:28])[CH3:27])[C:19]([Cl:29])=[N:18][C:17]=1[Cl:30])=[O:15], predict the reactants needed to synthesize it. (6) Given the product [F:1][C:2]1[CH:9]=[CH:8][CH:7]=[CH:6][C:3]=1[CH:4]=[N:11][OH:12], predict the reactants needed to synthesize it. The reactants are: [F:1][C:2]1[CH:9]=[CH:8][CH:7]=[CH:6][C:3]=1[CH:4]=O.Cl.[NH2:11][OH:12].[OH-].[Na+].Cl.